From a dataset of Catalyst prediction with 721,799 reactions and 888 catalyst types from USPTO. Predict which catalyst facilitates the given reaction. (1) Reactant: [CH3:1][O:2][C:3]1[CH:28]=[CH:27][C:6]([CH2:7][N:8]2[CH2:13][CH2:12][CH:11]([NH:14][C:15]([C:17]3[CH:26]=[CH:25][C:20]([C:21]([O:23]C)=[O:22])=[CH:19][N:18]=3)=[O:16])[CH2:10][CH2:9]2)=[CH:5][CH:4]=1.O.[OH-].[Li+].Cl. Product: [CH3:1][O:2][C:3]1[CH:4]=[CH:5][C:6]([CH2:7][N:8]2[CH2:13][CH2:12][CH:11]([NH:14][C:15]([C:17]3[CH:26]=[CH:25][C:20]([C:21]([OH:23])=[O:22])=[CH:19][N:18]=3)=[O:16])[CH2:10][CH2:9]2)=[CH:27][CH:28]=1. The catalyst class is: 193. (2) Reactant: C[C:2]([CH3:5])([O-])C.[K+].[N:7]1[CH:8]=[CH:9][N:10]2[CH:15]=[CH:14][C:13]([CH:16]=O)=[CH:12][C:11]=12.O. Product: [CH3:11][N:7]1[CH:8]=[CH:9][N:10]=[C:2]1/[CH:5]=[CH:16]/[C:13]1[CH:14]=[CH:15][N:10]2[CH:9]=[CH:8][N:7]=[C:11]2[CH:12]=1. The catalyst class is: 7. (3) Reactant: [Br:1][C:2]1[C:3]([F:12])=[C:4]2[C:10]([NH2:11])=[CH:9][NH:8][C:5]2=[N:6][CH:7]=1.[CH:13]1([CH2:16][C:17](O)=[O:18])[CH2:15][CH2:14]1.C(N(CC)CC)C.C1N(P(Cl)(N2C(=O)OCC2)=O)C(=O)OC1.[Li+].[OH-]. The catalyst class is: 34. Product: [Br:1][C:2]1[C:3]([F:12])=[C:4]2[C:10]([NH:11][C:17](=[O:18])[CH2:16][CH:13]3[CH2:15][CH2:14]3)=[CH:9][NH:8][C:5]2=[N:6][CH:7]=1. (4) Reactant: Br[C:2]1[CH:3]=[C:4]2[C:8](=[CH:9][CH:10]=1)[N:7]([C:11]1[CH:16]=[CH:15][C:14]([F:17])=[CH:13][CH:12]=1)[N:6]=[CH:5]2.[Li]CCCC.[CH2:23]([O:25][C:26]([C:28]1[N:29]([CH2:39][CH:40]=[CH2:41])[CH:30]=[C:31]([C:33](=[O:38])[C:34]([F:37])([F:36])[F:35])[CH:32]=1)=[O:27])[CH3:24]. Product: [CH2:23]([O:25][C:26]([C:28]1[N:29]([CH2:39][CH:40]=[CH2:41])[CH:30]=[C:31]([C:33]([C:2]2[CH:3]=[C:4]3[C:8](=[CH:9][CH:10]=2)[N:7]([C:11]2[CH:16]=[CH:15][C:14]([F:17])=[CH:13][CH:12]=2)[N:6]=[CH:5]3)([OH:38])[C:34]([F:36])([F:35])[F:37])[CH:32]=1)=[O:27])[CH3:24]. The catalyst class is: 1. (5) Reactant: Cl.[NH2:2][CH2:3][CH2:4][C:5]1[CH:10]=[CH:9][C:8]([C:11]2[CH:27]=[CH:26][C:14]([O:15][CH:16]([CH3:25])[CH2:17][NH:18][S:19]([CH:22]([CH3:24])[CH3:23])(=[O:21])=[O:20])=[CH:13][CH:12]=2)=[CH:7][CH:6]=1.C(N(CC)CC)C.[F:35][C:36]([F:42])([F:41])[S:37](Cl)(=[O:39])=[O:38]. Product: [CH3:24][CH:22]([S:19]([NH:18][CH2:17][CH:16]([O:15][C:14]1[CH:26]=[CH:27][C:11]([C:8]2[CH:7]=[CH:6][C:5]([CH2:4][CH2:3][NH:2][S:37]([C:36]([F:42])([F:41])[F:35])(=[O:39])=[O:38])=[CH:10][CH:9]=2)=[CH:12][CH:13]=1)[CH3:25])(=[O:21])=[O:20])[CH3:23]. The catalyst class is: 2.